From a dataset of Full USPTO retrosynthesis dataset with 1.9M reactions from patents (1976-2016). Predict the reactants needed to synthesize the given product. Given the product [CH2:1]([O:3][C:4]([C:6]1[C:10]([CH2:11][N:12]([CH2:13][C:14]2[CH:19]=[CH:18][C:17]([O:20][CH3:21])=[CH:16][C:15]=2[O:22][CH3:23])[C:57]([N:35]2[CH2:53][CH2:52][O:54][CH2:33][CH2:34]2)=[O:56])=[CH:9][N:8]([CH:24]2[CH2:29][CH2:28][CH2:27][CH2:26][O:25]2)[N:7]=1)=[O:5])[CH3:2], predict the reactants needed to synthesize it. The reactants are: [CH2:1]([O:3][C:4]([C:6]1[C:10]([CH2:11][NH:12][CH2:13][C:14]2[CH:19]=[CH:18][C:17]([O:20][CH3:21])=[CH:16][C:15]=2[O:22][CH3:23])=[CH:9][N:8]([CH:24]2[CH2:29][CH2:28][CH2:27][CH2:26][O:25]2)[N:7]=1)=[O:5])[CH3:2].COC1C=C(OC)C=C[C:33]=1[CH2:34][NH2:35].C(O[BH-](O[C:52](=[O:54])[CH3:53])OC(=O)C)(=O)C.[Na+].[O:56]1CCC[CH2:57]1.